This data is from Full USPTO retrosynthesis dataset with 1.9M reactions from patents (1976-2016). The task is: Predict the reactants needed to synthesize the given product. (1) The reactants are: [CH2:1]([C@H:7]1[CH2:11][CH:10]([CH3:12])[O:9][C:8]1=[O:13])[CH2:2][CH2:3][CH2:4][CH2:5][CH3:6].[OH-:14].[Na+:15]. Given the product [OH:9][CH:10]([CH3:12])[CH2:11][C@H:7]([CH2:1][CH2:2][CH2:3][CH2:4][CH2:5][CH3:6])[C:8]([O-:13])=[O:14].[Na+:15], predict the reactants needed to synthesize it. (2) Given the product [NH2:20][CH2:19][CH2:18][NH:17][C:11]1[N:10]=[C:9]([C:3]2[CH:4]=[CH:5][C:6]([Cl:8])=[CH:7][C:2]=2[Cl:1])[C:14]([CH2:15][OH:16])=[CH:13][N:12]=1, predict the reactants needed to synthesize it. The reactants are: [Cl:1][C:2]1[CH:7]=[C:6]([Cl:8])[CH:5]=[CH:4][C:3]=1[C:9]1[C:14]([CH2:15][OH:16])=[CH:13][N:12]=[C:11]([NH:17][CH2:18][CH2:19][NH:20]C(OC(C)(C)C)=O)[N:10]=1. (3) Given the product [Cl:13][C:14]1[CH:19]=[C:18]([C:6](=[O:7])[C:8]([O:10][CH2:11][CH3:12])=[O:9])[CH:17]=[CH:16][C:15]=1[S:20][CH3:21], predict the reactants needed to synthesize it. The reactants are: [Al+3].[Cl-].[Cl-].[Cl-].Cl[C:6]([C:8]([O:10][CH2:11][CH3:12])=[O:9])=[O:7].[Cl:13][C:14]1[CH:19]=[CH:18][CH:17]=[CH:16][C:15]=1[S:20][CH3:21].C(OCC)(=O)C.CCCCCC. (4) Given the product [C:6]([C:7]1[CH:20]=[CH:19][C:10]([O:11][CH2:12][CH2:13][N:14]2[CH2:15][CH2:16][CH2:17][CH2:18]2)=[CH:9][CH:8]=1)#[CH:5], predict the reactants needed to synthesize it. The reactants are: C[Si]([C:5]#[C:6][C:7]1[CH:20]=[CH:19][C:10]([O:11][CH2:12][CH2:13][N:14]2[CH2:18][CH2:17][CH2:16][CH2:15]2)=[CH:9][CH:8]=1)(C)C.CCCC[N+](CCCC)(CCCC)CCCC.[F-]. (5) Given the product [F:1][C:2]1[CH:3]=[C:4]([CH:5]=[C:6]([F:19])[C:7]=1[O:8][C:9]1[CH:14]=[CH:13][N:12]=[C:11]([C:15]([F:16])([F:17])[F:18])[CH:10]=1)[CH2:20][O:21][C:23]1[CH:34]=[C:27]2[N:28]([CH3:33])[C@@H:29]([CH3:32])[CH2:30][CH2:31][N:26]2[C:25](=[O:35])[N:24]=1, predict the reactants needed to synthesize it. The reactants are: [F:1][C:2]1[CH:3]=[C:4]([CH2:20][OH:21])[CH:5]=[C:6]([F:19])[C:7]=1[O:8][C:9]1[CH:14]=[CH:13][N:12]=[C:11]([C:15]([F:18])([F:17])[F:16])[CH:10]=1.Cl[C:23]1[CH:34]=[C:27]2[N:28]([CH3:33])[C@@H:29]([CH3:32])[CH2:30][CH2:31][N:26]2[C:25](=[O:35])[N:24]=1.